This data is from Reaction yield outcomes from USPTO patents with 853,638 reactions. The task is: Predict the reaction yield, written as a fraction of the theoretical maximum amount of product (1.0 means a 100% yield; for example, 0.34 means a 34% yield). (1) The reactants are [C:1]([O:5][C:6](=[O:26])[NH:7][C@H:8]1[CH2:13][CH2:12][C@H:11]([CH2:14][NH:15][C:16]2[C:21]([N+:22]([O-:24])=[O:23])=[CH:20][N:19]=[C:18](Cl)[N:17]=2)[CH2:10][CH2:9]1)([CH3:4])([CH3:3])[CH3:2].CCN(CC)CC.[N:34]1([C:40]2[CH:41]=[C:42]([CH:45]=[CH:46][CH:47]=2)[CH2:43][NH2:44])[CH2:39][CH2:38][CH2:37][CH2:36][CH2:35]1.CCO. The catalyst is C(Cl)Cl.CC(N(C)C)=O. The product is [C:1]([O:5][C:6](=[O:26])[NH:7][CH:8]1[CH2:13][CH2:12][CH:11]([CH2:14][NH:15][C:16]2[C:21]([N+:22]([O-:24])=[O:23])=[CH:20][N:19]=[C:18]([NH:44][CH2:43][C:42]3[CH:45]=[CH:46][CH:47]=[C:40]([N:34]4[CH2:39][CH2:38][CH2:37][CH2:36][CH2:35]4)[CH:41]=3)[N:17]=2)[CH2:10][CH2:9]1)([CH3:4])([CH3:3])[CH3:2]. The yield is 0.630. (2) The reactants are [CH:1]1([CH2:4][C:5]([NH:7][C@@H:8]2[C:22](=[O:23])[N:21]3[CH2:24][C@H:25]([O:27][C:28]4[C:29]5[CH:42]=[CH:41][S:40][C:30]=5[N:31]=[C:32]([C:34]5[CH:39]=[CH:38][CH:37]=[CH:36][N:35]=5)[N:33]=4)[CH2:26][C@H:20]3[C:19](=[O:43])[NH:18][C@:17]3([C:45]([O:47]C)=[O:46])[CH2:44][C@H:16]3[CH:15]=[CH:14][CH2:13][CH2:12][CH2:11][CH2:10][CH2:9]2)=[O:6])[CH2:3][CH2:2]1.O1CCCC1.[OH-].[Li+].C([O-])(=O)CC(CC([O-])=O)(C([O-])=O)O.[Na+].[Na+].[Na+]. The catalyst is CO. The product is [CH:1]1([CH2:4][C:5]([NH:7][C@@H:8]2[C:22](=[O:23])[N:21]3[CH2:24][C@H:25]([O:27][C:28]4[C:29]5[CH:42]=[CH:41][S:40][C:30]=5[N:31]=[C:32]([C:34]5[CH:39]=[CH:38][CH:37]=[CH:36][N:35]=5)[N:33]=4)[CH2:26][C@H:20]3[C:19](=[O:43])[NH:18][C@:17]3([C:45]([OH:47])=[O:46])[CH2:44][C@H:16]3[CH:15]=[CH:14][CH2:13][CH2:12][CH2:11][CH2:10][CH2:9]2)=[O:6])[CH2:3][CH2:2]1. The yield is 0.220. (3) The reactants are [C:1]([C:3]1([C:9]([O:11][CH2:12][CH3:13])=[O:10])[CH2:8][CH2:7][CH2:6][CH2:5][CH2:4]1)#[N:2]. The catalyst is C(O)C.[Ni]. The product is [C:9]([NH:2][CH2:1][C:3]1([C:9]([O:11][CH2:12][CH3:13])=[O:10])[CH2:8][CH2:7][CH2:6][CH2:5][CH2:4]1)(=[O:10])[C:3]1[CH:8]=[CH:7][CH:6]=[CH:5][CH:4]=1. The yield is 0.630. (4) The reactants are Br[C:2]1[CH:7]=[CH:6][C:5]([C@H:8]([NH:13][C@@H:14]([CH2:27][CH:28]([CH3:30])[CH3:29])[C:15]([N:17]2[CH2:21][C@H:20]([F:22])[C@H:19]3[O:23][CH2:24][C@H:25]([OH:26])[C@@H:18]23)=[O:16])[C:9]([F:12])([F:11])[F:10])=[CH:4][CH:3]=1.[F:31][C:32]1[CH:37]=[CH:36][C:35](B(O)O)=[CH:34][CH:33]=1. No catalyst specified. The product is [F:22][C@H:20]1[CH2:21][N:17]([C:15](=[O:16])[C@@H:14]([NH:13][C@@H:8]([C:5]2[CH:6]=[CH:7][C:2]([C:35]3[CH:36]=[CH:37][C:32]([F:31])=[CH:33][CH:34]=3)=[CH:3][CH:4]=2)[C:9]([F:12])([F:11])[F:10])[CH2:27][CH:28]([CH3:30])[CH3:29])[C@@H:18]2[C@@H:25]([OH:26])[CH2:24][O:23][C@H:19]12. The yield is 0.450. (5) The reactants are [NH2:1][C@@H:2]1[CH2:7][CH2:6][C@H:5]([NH:8][C:9]2[N:14]=[C:13]([N:15]([CH3:17])[CH3:16])[CH:12]=[CH:11][N:10]=2)[CH2:4][CH2:3]1.CCN(CC)CC.[O:25]([C:32]1[N:40]=[CH:39][CH:38]=[CH:37][C:33]=1[C:34]([Cl:36])=[O:35])[C:26]1[CH:31]=[CH:30][CH:29]=[CH:28][CH:27]=1. The catalyst is C(Cl)(Cl)Cl. The product is [ClH:36].[CH3:16][N:15]([CH3:17])[C:13]1[CH:12]=[CH:11][N:10]=[C:9]([NH:8][C@@H:5]2[CH2:4][CH2:3][C@H:2]([NH:1][C:34](=[O:35])[C:33]3[CH:37]=[CH:38][CH:39]=[N:40][C:32]=3[O:25][C:26]3[CH:27]=[CH:28][CH:29]=[CH:30][CH:31]=3)[CH2:7][CH2:6]2)[N:14]=1. The yield is 0.260. (6) The reactants are [F:1][C:2]1[CH:3]=[C:4]([CH:35]=[C:36]([F:38])[CH:37]=1)[C:5]([C:7]1[CH:8]=[C:9]2[C:13](=[CH:14][CH:15]=1)[NH:12][N:11]=[C:10]2[NH:16][C:17](=[O:34])[C:18]1[CH:23]=[CH:22][C:21]([N:24]2[CH2:29][CH2:28][N:27]([CH3:30])[CH2:26][CH2:25]2)=[CH:20][C:19]=1[N+:31]([O-:33])=[O:32])=O.[BH4-].[Na+]. The catalyst is C(Cl)Cl.FC(F)(F)C(O)=O. The product is [F:38][C:36]1[CH:35]=[C:4]([CH:3]=[C:2]([F:1])[CH:37]=1)[CH2:5][C:7]1[CH:8]=[C:9]2[C:13](=[CH:14][CH:15]=1)[NH:12][N:11]=[C:10]2[NH:16][C:17](=[O:34])[C:18]1[CH:23]=[CH:22][C:21]([N:24]2[CH2:25][CH2:26][N:27]([CH3:30])[CH2:28][CH2:29]2)=[CH:20][C:19]=1[N+:31]([O-:33])=[O:32]. The yield is 0.920.